From a dataset of Peptide-MHC class II binding affinity with 134,281 pairs from IEDB. Regression. Given a peptide amino acid sequence and an MHC pseudo amino acid sequence, predict their binding affinity value. This is MHC class II binding data. (1) The peptide sequence is TFAATTNPWASLPG. The MHC is DRB1_1501 with pseudo-sequence DRB1_1501. The binding affinity (normalized) is 0.225. (2) The peptide sequence is FVQALTTAAASYASV. The MHC is HLA-DQA10401-DQB10402 with pseudo-sequence HLA-DQA10401-DQB10402. The binding affinity (normalized) is 0.358. (3) The peptide sequence is YDQFLANVSTVLTGK. The MHC is DRB3_0202 with pseudo-sequence DRB3_0202. The binding affinity (normalized) is 0.929. (4) The peptide sequence is ACPGTSVIIDGNCDGKK. The MHC is DRB1_0701 with pseudo-sequence DRB1_0701. The binding affinity (normalized) is 0.281. (5) The peptide sequence is EGATPEAKYDAYVAT. The MHC is DRB1_1501 with pseudo-sequence DRB1_1501. The binding affinity (normalized) is 0.161. (6) The peptide sequence is SRRSRRAIDLPTHEN. The MHC is DRB1_0701 with pseudo-sequence DRB1_0701. The binding affinity (normalized) is 0.